This data is from Forward reaction prediction with 1.9M reactions from USPTO patents (1976-2016). The task is: Predict the product of the given reaction. (1) Given the reactants [CH2:1]([C:5]1[CH:13]=[CH:12][C:8]([C:9](Cl)=[O:10])=[CH:7][CH:6]=1)[CH2:2][CH2:3][CH3:4].C(N(CC)CC)C.[NH2:21][C:22]1[CH:31]=[CH:30][C:29]([N+:32]([O-:34])=[O:33])=[CH:28][C:23]=1[C:24]([O:26][CH3:27])=[O:25].C(#N)C, predict the reaction product. The product is: [CH2:1]([C:5]1[CH:13]=[CH:12][C:8]([C:9]([NH:21][C:22]2[CH:31]=[CH:30][C:29]([N+:32]([O-:34])=[O:33])=[CH:28][C:23]=2[C:24]([O:26][CH3:27])=[O:25])=[O:10])=[CH:7][CH:6]=1)[CH2:2][CH2:3][CH3:4]. (2) Given the reactants Br[C:2]1[C:7]([N:8]([CH2:22][O:23][CH3:24])[S:9]([C:12]2[CH:17]=[CH:16][CH:15]=[C:14]([C:18]([F:21])([F:20])[F:19])[CH:13]=2)(=[O:11])=[O:10])=[CH:6][C:5]([Cl:25])=[CH:4][N:3]=1.C([Mg]Cl)(C)C.[F:31][C:32]1[CH:39]=[CH:38][CH:37]=[C:36]([O:40][CH3:41])[C:33]=1[CH:34]=[O:35], predict the reaction product. The product is: [Cl:25][C:5]1[CH:6]=[C:7]([N:8]([CH2:22][O:23][CH3:24])[S:9]([C:12]2[CH:17]=[CH:16][CH:15]=[C:14]([C:18]([F:21])([F:20])[F:19])[CH:13]=2)(=[O:11])=[O:10])[C:2]([CH:34]([C:33]2[C:36]([O:40][CH3:41])=[CH:37][CH:38]=[CH:39][C:32]=2[F:31])[OH:35])=[N:3][CH:4]=1. (3) Given the reactants [C:1]([O:5][C:6]([N:8]1[C:16]2[C:11](=[CH:12][C:13]([C:18]([OH:20])=O)=[C:14]([Cl:17])[CH:15]=2)[C:10]([CH3:22])([CH3:21])[CH2:9]1)=[O:7])([CH3:4])([CH3:3])[CH3:2].C(N(CC)C(C)C)(C)C.F[P-](F)(F)(F)(F)F.[N:39]1(OC(N(C)C)=[N+](C)C)[C:43]2[N:44]=CC=C[C:42]=2N=N1.ONC(=N)C, predict the reaction product. The product is: [C:1]([O:5][C:6]([N:8]1[C:16]2[C:11](=[CH:12][C:13]([C:18]3[O:20][N:44]=[C:43]([CH3:42])[N:39]=3)=[C:14]([Cl:17])[CH:15]=2)[C:10]([CH3:21])([CH3:22])[CH2:9]1)=[O:7])([CH3:2])([CH3:3])[CH3:4]. (4) Given the reactants [Br:1][C:2]1[CH:3]=[C:4]([CH:8]=[CH:9][C:10]=1[CH3:11])[C:5]([OH:7])=[O:6].O=S(Cl)Cl.[CH3:16]O, predict the reaction product. The product is: [CH3:16][O:6][C:5](=[O:7])[C:4]1[CH:8]=[CH:9][C:10]([CH3:11])=[C:2]([Br:1])[CH:3]=1. (5) Given the reactants [C:1]([C:5]1[CH:13]=[C:12]2[C:8]([CH2:9][CH2:10][CH2:11]2)=[CH:7][C:6]=1[OH:14])([CH3:4])([CH3:3])[CH3:2].[C:15]([C:19]1[CH:24]=[C:23]([C:25]([CH2:28]C)(C)C)[C:22]([CH3:30])=[CH:21][C:20]=1[OH:31])([CH3:18])([CH3:17])[CH3:16], predict the reaction product. The product is: [C:15]([C:19]1[CH:24]=[C:23]2[C:22]([CH2:30][CH2:28][CH2:25]2)=[C:21]([C:7]2[C:6]([OH:14])=[C:5]([C:1]([CH3:4])([CH3:2])[CH3:3])[CH:13]=[C:12]3[C:8]=2[CH2:9][CH2:10][CH2:11]3)[C:20]=1[OH:31])([CH3:16])([CH3:17])[CH3:18]. (6) Given the reactants [Cl:1][C:2]1[CH:3]=[C:4]2[C:9](=[CH:10][CH:11]=1)[NH:8][CH:7]([C:12]1[CH:17]=[CH:16][CH:15]=[C:14]([N+:18]([O-:20])=[O:19])[CH:13]=1)[C:6]([CH3:22])([CH3:21])[CH:5]2O.FC(F)(F)C(O)=O, predict the reaction product. The product is: [Cl:1][C:2]1[CH:3]=[C:4]2[C:9](=[CH:10][CH:11]=1)[NH:8][CH:7]([C:12]1[CH:17]=[CH:16][CH:15]=[C:14]([N+:18]([O-:20])=[O:19])[CH:13]=1)[C:6]([CH3:22])([CH3:21])[CH2:5]2. (7) Given the reactants [I:1][C:2]1[CH:23]=[CH:22][C:5]2[NH:6][C:7]([C@@H:9]3[CH2:13][C@H:12]([CH3:14])[CH2:11][N:10]3C(OC(C)(C)C)=O)=[N:8][C:4]=2[CH:3]=1.C(O)(C(F)(F)F)=O, predict the reaction product. The product is: [I:1][C:2]1[CH:23]=[CH:22][C:5]2[NH:6][C:7]([C@@H:9]3[CH2:13][C@H:12]([CH3:14])[CH2:11][NH:10]3)=[N:8][C:4]=2[CH:3]=1. (8) Given the reactants C(OC([N:8]1[CH2:13][CH2:12][CH:11]([CH2:14][NH2:15])[CH2:10][CH2:9]1)=O)(C)(C)C.C(N(C(C)C)CC)(C)C.[F:25][C:26]1[CH:31]=[CH:30][CH:29]=[CH:28][C:27]=1[S:32](Cl)(=[O:34])=[O:33].FC(F)(F)C(O)=O, predict the reaction product. The product is: [F:25][C:26]1[CH:31]=[CH:30][CH:29]=[CH:28][C:27]=1[S:32]([NH:15][CH2:14][CH:11]1[CH2:10][CH2:9][NH:8][CH2:13][CH2:12]1)(=[O:34])=[O:33]. (9) Given the reactants C(N(CC)CC)C.Cl.CN(C)CCCN=C=NCC.[NH2:20][CH2:21][C:22]([C:24]1[CH:29]=[CH:28][CH:27]=[C:26]([O:30][C:31]([F:34])([F:33])[F:32])[CH:25]=1)=[O:23].[C:35]([O:39][C:40]([N:42]1[CH2:47][CH2:46][CH:45]([C:48](O)=[O:49])[CH2:44][CH2:43]1)=[O:41])([CH3:38])([CH3:37])[CH3:36], predict the reaction product. The product is: [O:23]=[C:22]([C:24]1[CH:29]=[CH:28][CH:27]=[C:26]([O:30][C:31]([F:32])([F:33])[F:34])[CH:25]=1)[CH2:21][NH:20][C:48]([CH:45]1[CH2:46][CH2:47][N:42]([C:40]([O:39][C:35]([CH3:38])([CH3:37])[CH3:36])=[O:41])[CH2:43][CH2:44]1)=[O:49]. (10) Given the reactants [C:1]12([C:11]3[CH:12]=[C:13]([CH:31]=[CH:32][C:33]=3[O:34][CH3:35])[CH2:14][O:15][C:16]3[CH:30]=[CH:29][C:19]([CH2:20][N:21]4[CH2:24][CH:23]([C:25]([O:27]C)=[O:26])[CH2:22]4)=[CH:18][CH:17]=3)[CH2:10][CH:5]3[CH2:6][CH:7]([CH2:9][CH:3]([CH2:4]3)[CH2:2]1)[CH2:8]2.COC(C1CN(CC2C=CC(OCC3C4C=C(Cl)C=CC=4OC=3)=CC=2)C1)=O, predict the reaction product. The product is: [C:1]12([C:11]3[CH:12]=[C:13]([CH:31]=[CH:32][C:33]=3[O:34][CH3:35])[CH2:14][O:15][C:16]3[CH:30]=[CH:29][C:19]([CH2:20][N:21]4[CH2:22][CH:23]([C:25]([OH:27])=[O:26])[CH2:24]4)=[CH:18][CH:17]=3)[CH2:2][CH:3]3[CH2:9][CH:7]([CH2:6][CH:5]([CH2:4]3)[CH2:10]1)[CH2:8]2.